Dataset: Forward reaction prediction with 1.9M reactions from USPTO patents (1976-2016). Task: Predict the product of the given reaction. (1) Given the reactants Br[CH2:2][CH:3]1[O:8][C:7]2[CH:9]=[C:10]([S:14]([CH3:17])(=[O:16])=[O:15])[CH:11]=[C:12]([F:13])[C:6]=2[CH2:5][O:4]1.[CH3:18][CH:19]([CH3:22])[CH2:20][NH2:21], predict the reaction product. The product is: [F:13][C:12]1[C:6]2[CH2:5][O:4][CH:3]([CH2:2][NH:21][CH2:20][CH:19]([CH3:22])[CH3:18])[O:8][C:7]=2[CH:9]=[C:10]([S:14]([CH3:17])(=[O:16])=[O:15])[CH:11]=1. (2) Given the reactants Br[C:2]1[CH:11]=[CH:10][CH:9]=[C:8]2[C:3]=1[CH:4]=[CH:5][C:6](Cl)=[N:7]2.[CH3:13][O:14][C:15]1[CH:22]=[CH:21][CH:20]=[CH:19][C:16]=1[CH2:17][NH2:18], predict the reaction product. The product is: [CH3:13][O:14][C:15]1[CH:22]=[CH:21][CH:20]=[CH:19][C:16]=1[CH2:17][NH:18][C:6]1[CH:5]=[CH:4][C:3]2[C:2]([NH:18][CH2:17][C:16]3[CH:19]=[CH:20][CH:21]=[CH:22][C:15]=3[O:14][CH3:13])=[CH:11][CH:10]=[CH:9][C:8]=2[N:7]=1. (3) Given the reactants [F:1][C:2]([F:8])(F)S(O)(=O)=O.S1CCCSC1=[C:15]1[CH2:24][CH2:23][C:18]2([O:22][CH2:21][CH2:20][O:19]2)[CH2:17][CH2:16]1.[Br:25][C:26]1[CH:31]=[CH:30][C:29]([OH:32])=[CH:28][CH:27]=1.[OH-].[Na+], predict the reaction product. The product is: [Br:25][C:26]1[CH:31]=[CH:30][C:29]([O:32][C:2]([F:8])([F:1])[CH:15]2[CH2:16][CH2:17][C:18]3([O:19][CH2:20][CH2:21][O:22]3)[CH2:23][CH2:24]2)=[CH:28][CH:27]=1. (4) Given the reactants [OH:1][C:2]1[CH:10]=[CH:9][C:8]([C:11]2[N:12]([C:27]([O:29][C:30]([CH3:33])([CH3:32])[CH3:31])=[O:28])[C:13]3[C:18]([CH:19]=2)=[CH:17][C:16]([CH2:20][N:21]2[CH2:26][CH2:25][CH2:24][CH2:23][CH2:22]2)=[CH:15][CH:14]=3)=[C:7]2[C:3]=1[CH2:4][NH:5][C:6]2=[O:34].C1(P(C2C=CC=CC=2)C2C=CC=CC=2)C=CC=CC=1.[CH2:54](O)[C:55]1[CH:60]=[CH:59][CH:58]=[CH:57][CH:56]=1.CCOC(/N=N/C(OCC)=O)=O.C1(C)C=CC=CC=1, predict the reaction product. The product is: [CH2:54]([O:1][C:2]1[CH:10]=[CH:9][C:8]([C:11]2[N:12]([C:27]([O:29][C:30]([CH3:31])([CH3:33])[CH3:32])=[O:28])[C:13]3[C:18]([CH:19]=2)=[CH:17][C:16]([CH2:20][N:21]2[CH2:26][CH2:25][CH2:24][CH2:23][CH2:22]2)=[CH:15][CH:14]=3)=[C:7]2[C:3]=1[CH2:4][NH:5][C:6]2=[O:34])[C:55]1[CH:60]=[CH:59][CH:58]=[CH:57][CH:56]=1.